This data is from NCI-60 drug combinations with 297,098 pairs across 59 cell lines. The task is: Regression. Given two drug SMILES strings and cell line genomic features, predict the synergy score measuring deviation from expected non-interaction effect. (1) Drug 1: CCC1(CC2CC(C3=C(CCN(C2)C1)C4=CC=CC=C4N3)(C5=C(C=C6C(=C5)C78CCN9C7C(C=CC9)(C(C(C8N6C=O)(C(=O)OC)O)OC(=O)C)CC)OC)C(=O)OC)O.OS(=O)(=O)O. Drug 2: C1CN(CCN1C(=O)CCBr)C(=O)CCBr. Cell line: SR. Synergy scores: CSS=60.5, Synergy_ZIP=2.75, Synergy_Bliss=2.85, Synergy_Loewe=1.60, Synergy_HSA=2.04. (2) Drug 1: COC1=CC(=CC(=C1O)OC)C2C3C(COC3=O)C(C4=CC5=C(C=C24)OCO5)OC6C(C(C7C(O6)COC(O7)C8=CC=CS8)O)O. Drug 2: CC1=C2C(C(=O)C3(C(CC4C(C3C(C(C2(C)C)(CC1OC(=O)C(C(C5=CC=CC=C5)NC(=O)OC(C)(C)C)O)O)OC(=O)C6=CC=CC=C6)(CO4)OC(=O)C)O)C)O. Cell line: HS 578T. Synergy scores: CSS=28.9, Synergy_ZIP=-5.03, Synergy_Bliss=-7.52, Synergy_Loewe=-7.13, Synergy_HSA=-4.54. (3) Drug 1: C1=CC(=C2C(=C1NCCNCCO)C(=O)C3=C(C=CC(=C3C2=O)O)O)NCCNCCO. Drug 2: CC1=C(C=C(C=C1)C(=O)NC2=CC(=CC(=C2)C(F)(F)F)N3C=C(N=C3)C)NC4=NC=CC(=N4)C5=CN=CC=C5. Cell line: BT-549. Synergy scores: CSS=36.0, Synergy_ZIP=11.3, Synergy_Bliss=6.81, Synergy_Loewe=-16.9, Synergy_HSA=2.46. (4) Drug 1: C1=C(C(=O)NC(=O)N1)N(CCCl)CCCl. Drug 2: C1=C(C(=O)NC(=O)N1)F. Cell line: PC-3. Synergy scores: CSS=36.0, Synergy_ZIP=-4.56, Synergy_Bliss=0.172, Synergy_Loewe=1.29, Synergy_HSA=5.97. (5) Drug 1: CCC1(CC2CC(C3=C(CCN(C2)C1)C4=CC=CC=C4N3)(C5=C(C=C6C(=C5)C78CCN9C7C(C=CC9)(C(C(C8N6C)(C(=O)OC)O)OC(=O)C)CC)OC)C(=O)OC)O.OS(=O)(=O)O. Drug 2: C1CNP(=O)(OC1)N(CCCl)CCCl. Cell line: HCT-15. Synergy scores: CSS=-3.85, Synergy_ZIP=1.32, Synergy_Bliss=-0.572, Synergy_Loewe=-4.60, Synergy_HSA=-4.69. (6) Cell line: NCI-H226. Drug 1: CC(CN1CC(=O)NC(=O)C1)N2CC(=O)NC(=O)C2. Synergy scores: CSS=9.98, Synergy_ZIP=-2.76, Synergy_Bliss=6.53, Synergy_Loewe=2.67, Synergy_HSA=3.39. Drug 2: C1C(C(OC1N2C=NC(=NC2=O)N)CO)O. (7) Drug 1: CC1CCC2CC(C(=CC=CC=CC(CC(C(=O)C(C(C(=CC(C(=O)CC(OC(=O)C3CCCCN3C(=O)C(=O)C1(O2)O)C(C)CC4CCC(C(C4)OC)O)C)C)O)OC)C)C)C)OC. Drug 2: C1CNP(=O)(OC1)N(CCCl)CCCl. Cell line: 786-0. Synergy scores: CSS=9.67, Synergy_ZIP=-2.55, Synergy_Bliss=-0.413, Synergy_Loewe=-17.7, Synergy_HSA=-1.39.